From a dataset of Catalyst prediction with 721,799 reactions and 888 catalyst types from USPTO. Predict which catalyst facilitates the given reaction. Reactant: Cl.[NH2:2][OH:3].C([O-])(O)=O.[Na+].C(=O)=O.[C:12]([O:16][C:17]([N:19]1[CH2:23][CH2:22][CH2:21][C@H:20]1[CH2:24][NH:25][C:26]1[CH:31]=[CH:30][C:29]([C:32]#[N:33])=[CH:28][C:27]=1[O:34][C:35]1[CH:40]=[CH:39][C:38]([O:41][CH3:42])=[CH:37][CH:36]=1)=[O:18])([CH3:15])([CH3:14])[CH3:13]. Product: [C:12]([O:16][C:17]([N:19]1[CH2:23][CH2:22][CH2:21][C@H:20]1[CH2:24][NH:25][C:26]1[CH:31]=[CH:30][C:29]([C:32](=[NH:33])[NH:2][OH:3])=[CH:28][C:27]=1[O:34][C:35]1[CH:36]=[CH:37][C:38]([O:41][CH3:42])=[CH:39][CH:40]=1)=[O:18])([CH3:15])([CH3:14])[CH3:13]. The catalyst class is: 88.